This data is from Forward reaction prediction with 1.9M reactions from USPTO patents (1976-2016). The task is: Predict the product of the given reaction. (1) The product is: [CH3:33][O:34][CH2:35][CH2:36][N:37]([CH2:1][C:3]1[CH:4]=[CH:5][C:6]([C:9]2[CH:10]=[C:11]3[C:17]([NH:18][C:19]([C:21]4[CH:22]=[N:23][N:24]([CH2:26][C:27]5[CH:32]=[CH:31][CH:30]=[CH:29][CH:28]=5)[CH:25]=4)=[O:20])=[CH:16][NH:15][C:12]3=[N:13][CH:14]=2)=[CH:7][CH:8]=1)[CH3:38]. Given the reactants [CH:1]([C:3]1[CH:8]=[CH:7][C:6]([C:9]2[CH:10]=[C:11]3[C:17]([NH:18][C:19]([C:21]4[CH:22]=[N:23][N:24]([CH2:26][C:27]5[CH:32]=[CH:31][CH:30]=[CH:29][CH:28]=5)[CH:25]=4)=[O:20])=[CH:16][NH:15][C:12]3=[N:13][CH:14]=2)=[CH:5][CH:4]=1)=O.[CH3:33][O:34][CH2:35][CH2:36][NH:37][CH3:38].CC(O)=O, predict the reaction product. (2) Given the reactants [C:1]([C:4]1[CH:5]=[C:6]([CH2:17][O:18][CH2:19][C:20]2([C:33]3[CH:38]=[CH:37][CH:36]=[CH:35][CH:34]=3)[CH2:25][CH2:24][N:23]([C:26]([O:28][C:29]([CH3:32])([CH3:31])[CH3:30])=[O:27])[CH2:22][CH2:21]2)[CH:7]=[C:8]([C:10]2[CH:15]=[CH:14][C:13]([F:16])=[CH:12][CH:11]=2)[CH:9]=1)(=O)[NH2:2].FC(F)(F)C(OC(=O)C(F)(F)F)=O, predict the reaction product. The product is: [C:1]([C:4]1[CH:5]=[C:6]([CH2:17][O:18][CH2:19][C:20]2([C:33]3[CH:34]=[CH:35][CH:36]=[CH:37][CH:38]=3)[CH2:25][CH2:24][N:23]([C:26]([O:28][C:29]([CH3:32])([CH3:31])[CH3:30])=[O:27])[CH2:22][CH2:21]2)[CH:7]=[C:8]([C:10]2[CH:15]=[CH:14][C:13]([F:16])=[CH:12][CH:11]=2)[CH:9]=1)#[N:2].